This data is from Full USPTO retrosynthesis dataset with 1.9M reactions from patents (1976-2016). The task is: Predict the reactants needed to synthesize the given product. (1) Given the product [C:1]([O-:4])([OH:3])=[O:2].[Na+:5].[C:1]([O-:4])([O-:3])=[O:2].[Na+:5].[Na+:5], predict the reactants needed to synthesize it. The reactants are: [C:1](=[O:3])=[O:2].[OH-:4].[Na+:5]. (2) Given the product [Cl:21][C:15]1[CH:16]=[C:17]([F:20])[CH:18]=[CH:19][C:14]=1[CH:5]1[N:6]=[C:7]([C:9]2[S:10][CH:11]=[CH:12][N:13]=2)[NH:8][C:3]([CH2:2][N:28]2[CH2:33][CH2:32][O:31][CH2:30][CH:29]2[CH2:34][C:35]([OH:37])=[O:36])=[C:4]1[C:22]([O:24][CH2:25][CH3:26])=[O:23], predict the reactants needed to synthesize it. The reactants are: Br[CH2:2][C:3]1[NH:8][C:7]([C:9]2[S:10][CH:11]=[CH:12][N:13]=2)=[N:6][CH:5]([C:14]2[CH:19]=[CH:18][C:17]([F:20])=[CH:16][C:15]=2[Cl:21])[C:4]=1[C:22]([O:24][CH2:25][CH3:26])=[O:23].Cl.[NH:28]1[CH2:33][CH2:32][O:31][CH2:30][CH:29]1[CH2:34][C:35]([OH:37])=[O:36]. (3) Given the product [Br:30][C:31]1[C:39]([O:40][C:2]2[C:11]3[C:6](=[CH:7][C:8]([O:14][CH2:15][CH2:16][CH2:17][N:18]4[CH2:23][CH2:22][CH2:21][CH2:20][CH2:19]4)=[C:9]([O:12][CH3:13])[CH:10]=3)[N:5]=[CH:4][N:3]=2)=[CH:38][CH:37]=[C:36]2[C:32]=1[CH:33]=[CH:34][NH:35]2, predict the reactants needed to synthesize it. The reactants are: Cl[C:2]1[C:11]2[C:6](=[CH:7][C:8]([O:14][CH2:15][CH2:16][CH2:17][N:18]3[CH2:23][CH2:22][CH2:21][CH2:20][CH2:19]3)=[C:9]([O:12][CH3:13])[CH:10]=2)[N:5]=[CH:4][N:3]=1.C(=O)([O-])[O-].[K+].[K+].[Br:30][C:31]1[C:39]([OH:40])=[CH:38][CH:37]=[C:36]2[C:32]=1[CH:33]=[CH:34][NH:35]2.